This data is from NCI-60 drug combinations with 297,098 pairs across 59 cell lines. The task is: Regression. Given two drug SMILES strings and cell line genomic features, predict the synergy score measuring deviation from expected non-interaction effect. Drug 1: CCCCC(=O)OCC(=O)C1(CC(C2=C(C1)C(=C3C(=C2O)C(=O)C4=C(C3=O)C=CC=C4OC)O)OC5CC(C(C(O5)C)O)NC(=O)C(F)(F)F)O. Drug 2: COC1=C2C(=CC3=C1OC=C3)C=CC(=O)O2. Cell line: A549. Synergy scores: CSS=43.7, Synergy_ZIP=-0.964, Synergy_Bliss=-0.254, Synergy_Loewe=-11.4, Synergy_HSA=-1.23.